Dataset: Catalyst prediction with 721,799 reactions and 888 catalyst types from USPTO. Task: Predict which catalyst facilitates the given reaction. (1) Reactant: [CH2:1]([O:8][C:9]([NH:11][C:12](=O)[C@H:13]([CH2:15][C:16]1[CH:21]=[CH:20][CH:19]=[CH:18]C=1)N)=[O:10])[C:2]1[CH:7]=[CH:6][CH:5]=[CH:4][CH:3]=1.[CH3:23][N:24](C=O)C.N1C(Cl)=NC(Cl)=NC=1Cl. Product: [C:23]([CH:12]([NH:11][C:9](=[O:10])[O:8][CH2:1][C:2]1[CH:3]=[CH:4][CH:5]=[CH:6][CH:7]=1)[CH2:13][C:15]1[CH:16]=[CH:21][CH:20]=[CH:19][CH:18]=1)#[N:24]. The catalyst class is: 6. (2) The catalyst class is: 1. Product: [N:29]1[N:25]([C:20]2[CH:21]=[CH:22][CH:23]=[CH:24][C:19]=2[C:18]([NH:17][C@H:13]2[CH2:14][CH2:15][CH2:16][C@H:12]2[O:11][C:32]2[CH:37]=[N:36][C:35]([C:38]([F:41])([F:40])[F:39])=[CH:34][N:33]=2)=[O:30])[N:26]=[CH:27][CH:28]=1. Reactant: [Li+].C[Si]([N-][Si](C)(C)C)(C)C.[OH:11][C@H:12]1[CH2:16][CH2:15][CH2:14][C@@H:13]1[NH:17][C:18](=[O:30])[C:19]1[CH:24]=[CH:23][CH:22]=[CH:21][C:20]=1[N:25]1[N:29]=[CH:28][CH:27]=[N:26]1.Cl[C:32]1[CH:37]=[N:36][C:35]([C:38]([F:41])([F:40])[F:39])=[CH:34][N:33]=1. (3) Reactant: C([N:8]1[CH2:13][CH2:12][C:11]([C:21]2[CH:26]=[CH:25][CH:24]=[CH:23][CH:22]=2)([CH2:14][N:15]2[CH2:20][CH2:19][CH2:18][CH2:17][CH2:16]2)[CH2:10][CH2:9]1)C1C=CC=CC=1. Product: [C:21]1([C:11]2([CH2:14][N:15]3[CH2:20][CH2:19][CH2:18][CH2:17][CH2:16]3)[CH2:10][CH2:9][NH:8][CH2:13][CH2:12]2)[CH:26]=[CH:25][CH:24]=[CH:23][CH:22]=1. The catalyst class is: 19. (4) Reactant: [F:1][C:2]([F:25])([F:24])[C:3]1[CH:19]=[C:18]([C:20]([F:23])([F:22])[F:21])[CH:17]=[CH:16][C:4]=1[CH2:5][O:6][C:7]1[CH:14]=[CH:13][C:10]([CH:11]=[O:12])=[CH:9][C:8]=1[OH:15].C(=O)([O-])[O-].[K+].[K+].Br[CH2:33][CH:34]1[CH2:39][CH2:38][CH2:37][CH2:36][CH2:35]1.O. Product: [F:1][C:2]([F:24])([F:25])[C:3]1[CH:19]=[C:18]([C:20]([F:23])([F:22])[F:21])[CH:17]=[CH:16][C:4]=1[CH2:5][O:6][C:7]1[CH:14]=[CH:13][C:10]([CH:11]=[O:12])=[CH:9][C:8]=1[O:15][CH2:33][CH:34]1[CH2:39][CH2:38][CH2:37][CH2:36][CH2:35]1. The catalyst class is: 3. (5) Reactant: [C:1]([O:5][C:6]([NH:8][C@@H:9]1[CH2:14][CH2:13][CH2:12][CH2:11][C@@H:10]1[NH:15][C:16]1[C:25]2[C:20](=[CH:21][CH:22]=[C:23]([CH3:26])[CH:24]=2)[N:19]=[C:18]([C:27](OCC)=[O:28])[N:17]=1)=[O:7])([CH3:4])([CH3:3])[CH3:2].[CH3:32][O:33][CH2:34][CH2:35][NH2:36].C(OC(C)C)(C)C. Product: [CH3:32][O:33][CH2:34][CH2:35][NH:36][C:27]([C:18]1[N:17]=[C:16]([NH:15][C@H:10]2[CH2:11][CH2:12][CH2:13][CH2:14][C@H:9]2[NH:8][C:6](=[O:7])[O:5][C:1]([CH3:4])([CH3:2])[CH3:3])[C:25]2[C:20](=[CH:21][CH:22]=[C:23]([CH3:26])[CH:24]=2)[N:19]=1)=[O:28]. The catalyst class is: 5.